This data is from Reaction yield outcomes from USPTO patents with 853,638 reactions. The task is: Predict the reaction yield, written as a fraction of the theoretical maximum amount of product (1.0 means a 100% yield; for example, 0.34 means a 34% yield). The reactants are [C:1]([N:18]1[CH2:24][CH2:23][CH2:22][C@H:19]1[CH2:20][OH:21])([O:3][CH2:4][CH:5]1[C:17]2[C:12](=[CH:13][CH:14]=[CH:15][CH:16]=2)[C:11]2[C:6]1=[CH:7][CH:8]=[CH:9][CH:10]=2)=[O:2].[CH3:25][O:26][C:27]1[CH:48]=[CH:47][C:30]([C:31](Cl)([C:40]2[CH:45]=[CH:44][CH:43]=[CH:42][CH:41]=2)[C:32]2[CH:37]=[CH:36][C:35]([O:38][CH3:39])=[CH:34][CH:33]=2)=[CH:29][CH:28]=1.C(Cl)(Cl)Cl.CO. The catalyst is N1C=CC=CC=1. The product is [C:1]([C:31]([C:40]1[CH:45]=[CH:44][CH:43]=[CH:42][CH:41]=1)([C:32]1[CH:37]=[CH:36][C:35]([O:38][CH3:39])=[CH:34][CH:33]=1)[C:30]1[CH:29]=[CH:28][C:27]([O:26][CH3:25])=[CH:48][CH:47]=1)([O:3][CH2:4][CH:5]1[C:6]2[C:11](=[CH:10][CH:9]=[CH:8][CH:7]=2)[C:12]2[C:17]1=[CH:16][CH:15]=[CH:14][CH:13]=2)=[O:2].[NH:18]1[CH2:24][CH2:23][CH2:22][C@H:19]1[CH2:20][OH:21]. The yield is 0.740.